From a dataset of Catalyst prediction with 721,799 reactions and 888 catalyst types from USPTO. Predict which catalyst facilitates the given reaction. (1) Product: [F:35][C:2]1([F:1])[CH2:8][N:7]([CH2:9][CH2:10][C:11]2[CH:12]=[CH:13][CH:14]=[CH:15][CH:16]=2)[C:6]2[N:17]=[C:18]([NH:21][C:22]3[CH:30]=[CH:29][C:25]([C:26]([NH:51][CH:48]4[CH2:49][CH2:50][O:45][CH2:46][CH2:47]4)=[O:28])=[CH:24][C:23]=3[O:31][CH3:32])[N:19]=[CH:20][C:5]=2[N:4]([CH3:33])[C:3]1=[O:34]. Reactant: [F:1][C:2]1([F:35])[CH2:8][N:7]([CH2:9][CH2:10][C:11]2[CH:16]=[CH:15][CH:14]=[CH:13][CH:12]=2)[C:6]2[N:17]=[C:18]([NH:21][C:22]3[CH:30]=[CH:29][C:25]([C:26]([OH:28])=O)=[CH:24][C:23]=3[O:31][CH3:32])[N:19]=[CH:20][C:5]=2[N:4]([CH3:33])[C:3]1=[O:34].C(N(C(C)C)C(C)C)C.[O:45]1[CH2:50][CH2:49][CH:48]([NH2:51])[CH2:47][CH2:46]1. The catalyst class is: 9. (2) Reactant: CS(C)=O.[CH3:5][C:6]1[CH:7]=[CH:8][C:9]([O:12][CH2:13][C:14]2[CH:19]=[CH:18][C:17](/[CH:20]=[CH:21]/[N+:22]([O-:24])=[O:23])=[CH:16][CH:15]=2)=[N:10][CH:11]=1.C(O)(=O)C.[BH4-].[Na+]. Product: [CH3:5][C:6]1[CH:7]=[CH:8][C:9]([O:12][CH2:13][C:14]2[CH:19]=[CH:18][C:17]([CH2:20][CH2:21][N+:22]([O-:24])=[O:23])=[CH:16][CH:15]=2)=[N:10][CH:11]=1. The catalyst class is: 6.